This data is from Full USPTO retrosynthesis dataset with 1.9M reactions from patents (1976-2016). The task is: Predict the reactants needed to synthesize the given product. (1) Given the product [NH2:25][C:22]1[CH:21]=[CH:20][C:19]([CH2:18][C:4]2[N:3]=[C:2]([CH3:1])[C:7]([CH2:8][C:9]([O:11][CH3:12])=[O:10])=[C:6]([N:13]3[CH2:14][CH2:15][CH2:16][CH2:17]3)[N:5]=2)=[CH:24][CH:23]=1, predict the reactants needed to synthesize it. The reactants are: [CH3:1][C:2]1[C:7]([CH2:8][C:9]([O:11][CH3:12])=[O:10])=[C:6]([N:13]2[CH2:17][CH2:16][CH2:15][CH2:14]2)[N:5]=[C:4]([CH2:18][C:19]2[CH:24]=[CH:23][C:22]([N+:25]([O-])=O)=[CH:21][CH:20]=2)[N:3]=1. (2) Given the product [N:27]1([C:33]([N:14]2[CH2:15][CH:10]([C:7]3[CH:6]=[CH:5][C:4]([O:3][C:2]([F:1])([F:25])[F:26])=[CH:9][CH:8]=3)[CH2:11][CH:12]([NH:16][C:17]([C:18]3[CH:19]=[CH:20][CH:21]=[CH:22][CH:23]=3)=[O:24])[CH2:13]2)=[O:34])[CH2:32][CH2:31][O:30][CH2:29][CH2:28]1, predict the reactants needed to synthesize it. The reactants are: [F:1][C:2]([F:26])([F:25])[O:3][C:4]1[CH:9]=[CH:8][C:7]([CH:10]2[CH2:15][NH:14][CH2:13][CH:12]([NH:16][C:17](=[O:24])[C:18]3[CH:23]=[CH:22][CH:21]=[CH:20][CH:19]=3)[CH2:11]2)=[CH:6][CH:5]=1.[N:27]1([C:33](Cl)=[O:34])[CH2:32][CH2:31][O:30][CH2:29][CH2:28]1.C(N(CC)CC)C.O. (3) Given the product [C:27]([O:26][CH2:25][CH2:9][O:8][C:6]1[CH:7]=[C:2]([CH:3]=[C:4]([O:10][CH3:32])[CH:5]=1)[NH2:1])([CH3:30])([CH3:29])[CH3:28], predict the reactants needed to synthesize it. The reactants are: [NH2:1][C:2]1[CH:3]=[C:4]([OH:10])[CH:5]=[C:6]([O:8][CH3:9])[CH:7]=1.[H-].[Na+].CC1C=CC(S(OC[CH2:25][O:26][C:27]([CH3:30])([CH3:29])[CH3:28])(=O)=O)=CC=1.O.[CH3:32]N(C=O)C. (4) The reactants are: Br[C:2]1[C:7]2[N:8]=[C:9]([C:11]3[CH2:15][CH2:14][C@:13]([C:20]4[CH:25]=[CH:24][CH:23]=[C:22]([F:26])[C:21]=4[CH3:27])([C:16]([O:18][CH3:19])=[O:17])[CH:12]=3)[S:10][C:6]=2[CH:5]=[CH:4][CH:3]=1.[H][H]. Given the product [S:10]1[C:6]2[CH:5]=[CH:4][CH:3]=[CH:2][C:7]=2[N:8]=[C:9]1[CH:11]1[CH2:15][CH2:14][C@:13]([C:20]2[CH:25]=[CH:24][CH:23]=[C:22]([F:26])[C:21]=2[CH3:27])([C:16]([O:18][CH3:19])=[O:17])[CH2:12]1, predict the reactants needed to synthesize it.